From a dataset of CYP2C9 inhibition data for predicting drug metabolism from PubChem BioAssay. Regression/Classification. Given a drug SMILES string, predict its absorption, distribution, metabolism, or excretion properties. Task type varies by dataset: regression for continuous measurements (e.g., permeability, clearance, half-life) or binary classification for categorical outcomes (e.g., BBB penetration, CYP inhibition). Dataset: cyp2c9_veith. (1) The compound is CC(C)(Cc1c[nH]c2ccc(Cl)cc12)NCCOc1ccccc1OCC1CC1. The result is 0 (non-inhibitor). (2) The molecule is Cc1cccc2c(SCC(=O)NCC3CCCO3)nc(-c3ccc(F)cc3)nc12. The result is 1 (inhibitor). (3) The molecule is CC(C)NC(=O)N1CCCC2(CCN(C(=O)c3csnn3)CC2)C1. The result is 0 (non-inhibitor). (4) The molecule is COc1ccc(-n2c(=O)c(-c3ccc(Cl)cc3)nc3cncnc32)cc1. The result is 0 (non-inhibitor). (5) The drug is NC(=S)Nc1ccc(Oc2ccc(NC(N)=S)cc2)cc1. The result is 1 (inhibitor). (6) The drug is O=C1[C@H]2[C@@H]3c4ccccc4[C@@H]([C@@H]2C(=O)N1c1ccc(OCc2ccccc2)cc1)[n+]1ccccc13. The result is 0 (non-inhibitor). (7) The molecule is Cl.O=C(CN1CCN(c2ncccn2)CC1)NCCC1=CCCCC1. The result is 1 (inhibitor). (8) The drug is Cc1ccc(Cn2ccc(NC(=O)c3cc4nc(-c5ccco5)cc(C(F)(F)F)n4n3)n2)cc1. The result is 0 (non-inhibitor).